This data is from Forward reaction prediction with 1.9M reactions from USPTO patents (1976-2016). The task is: Predict the product of the given reaction. (1) Given the reactants [F:1][C:2]1[CH:7]=[C:6]([N+:8]([O-:10])=[O:9])[CH:5]=[CH:4][C:3]=1[OH:11].[H-].[Na+].[NH2:14][C:15]1[CH:20]=[C:19](Cl)[N:18]=[CH:17][N:16]=1.[OH-].[Na+], predict the reaction product. The product is: [F:1][C:2]1[CH:7]=[C:6]([N+:8]([O-:10])=[O:9])[CH:5]=[CH:4][C:3]=1[O:11][C:19]1[N:18]=[CH:17][N:16]=[C:15]([NH2:14])[CH:20]=1. (2) Given the reactants [C:1]([C:3]1[C:11]2[C:6](=[CH:7][CH:8]=[C:9]([CH2:12][CH2:13][NH:14][C:15](=[O:31])[C:16]3[CH:21]=[CH:20][C:19]([C:22]4[CH:23]=[CH:24][C:25](OC)=[N:26][CH:27]=4)=[CH:18][C:17]=3[CH3:30])[CH:10]=2)[NH:5][CH:4]=1)#[N:2].Cl.[NH+]1C=CC=CC=1.[OH2:39], predict the reaction product. The product is: [C:1]([C:3]1[C:11]2[C:6](=[CH:7][CH:8]=[C:9]([CH2:12][CH2:13][NH:14][C:15](=[O:31])[C:16]3[CH:21]=[CH:20][C:19]([C:22]4[C:27](=[O:39])[NH:26][CH:25]=[CH:24][CH:23]=4)=[CH:18][C:17]=3[CH3:30])[CH:10]=2)[NH:5][CH:4]=1)#[N:2]. (3) Given the reactants Cl(O)(=O)(=O)=O.[CH:6]([C:8]([CH2:10][CH3:11])=[O:9])=[CH2:7].C([C@@H]1N[C@H](C2OC(C)=CC=2)N(C)C1=O)C1C=CC=CC=1.[CH2:32]([O:39][C:40](=[O:46])[NH:41][CH:42]=[CH:43][CH:44]=[CH2:45])[C:33]1[CH:38]=[CH:37][CH:36]=[CH:35][CH:34]=1, predict the reaction product. The product is: [C:8]([C@H:10]1[C@@H:42]([NH:41][C:40](=[O:46])[O:39][CH2:32][C:33]2[CH:38]=[CH:37][CH:36]=[CH:35][CH:34]=2)[CH:43]=[CH:44][CH2:45][CH2:11]1)(=[O:9])[CH2:6][CH3:7]. (4) Given the reactants [CH3:1][N:2]([S:31]([C:34]1[CH:39]=[CH:38][CH:37]=[CH:36][N:35]=1)(=[O:33])=[O:32])[C:3]1[CH:4]=[C:5]([O:24][CH2:25][C:26](OCC)=[O:27])[CH:6]=[C:7]2[C:11]=1[NH:10][C:9]([C:12]1[S:13][CH:14]([CH2:17][N:18]3[CH2:23][CH2:22][S:21][CH2:20][CH2:19]3)[CH2:15][N:16]=1)=[CH:8]2.[BH4-].[Li+].Cl.C(=O)([O-])O.[Na+], predict the reaction product. The product is: [OH:27][CH2:26][CH2:25][O:24][C:5]1[CH:6]=[C:7]2[C:11](=[C:3]([N:2]([CH3:1])[S:31]([C:34]3[CH:39]=[CH:38][CH:37]=[CH:36][N:35]=3)(=[O:32])=[O:33])[CH:4]=1)[NH:10][C:9]([C:12]1[S:13][CH:14]([CH2:17][N:18]3[CH2:23][CH2:22][S:21][CH2:20][CH2:19]3)[CH2:15][N:16]=1)=[CH:8]2. (5) Given the reactants Cl[C:2]1[C:7]([NH:8][C:9]2[C:18]3[C:13](=[CH:14][C:15]([F:20])=[CH:16][C:17]=3[F:19])[N:12]=[C:11]([C:21]3[CH:26]=[CH:25][CH:24]=[CH:23][N:22]=3)[C:10]=2[CH3:27])=[CH:6][C:5]([N:28]2[CH2:33][CH2:32][O:31][CH2:30][CH2:29]2)=[CH:4][N:3]=1.[CH3:34][O:35][C:36]1[CH:41]=[C:40](B(O)O)[CH:39]=[CH:38][N:37]=1.C1(P(C2CCCCC2)C2CCCCC2)CCCCC1.[O-]P([O-])([O-])=O.[K+].[K+].[K+], predict the reaction product. The product is: [F:19][C:17]1[CH:16]=[C:15]([F:20])[CH:14]=[C:13]2[C:18]=1[C:9]([NH:8][C:7]1[C:2]([C:40]3[CH:39]=[CH:38][N:37]=[C:36]([O:35][CH3:34])[CH:41]=3)=[N:3][CH:4]=[C:5]([N:28]3[CH2:29][CH2:30][O:31][CH2:32][CH2:33]3)[CH:6]=1)=[C:10]([CH3:27])[C:11]([C:21]1[CH:26]=[CH:25][CH:24]=[CH:23][N:22]=1)=[N:12]2.